From a dataset of Catalyst prediction with 721,799 reactions and 888 catalyst types from USPTO. Predict which catalyst facilitates the given reaction. (1) Reactant: [C:1]([C:3]1[N:7]([C:8]2[CH:13]=[CH:12][CH:11]=[CH:10][CH:9]=2)[N:6]=[C:5]([CH2:14][O:15][C:16]2[CH:17]=[C:18]3[C:22](=[CH:23][CH:24]=2)[NH:21][CH2:20][CH2:19]3)[CH:4]=1)#[N:2].[C:25]([O:29][C:30](=[O:45])[CH2:31][CH2:32][N:33]([C:38]([O:40][C:41]([CH3:44])([CH3:43])[CH3:42])=[O:39])[CH2:34][C:35](O)=[O:36])([CH3:28])([CH3:27])[CH3:26].CCN(C(C)C)C(C)C.C1C=CC2N(O)N=NC=2C=1.CCN=C=NCCCN(C)C.Cl.C(=O)(O)[O-].[Na+]. Product: [C:25]([O:29][C:30](=[O:45])[CH2:31][CH2:32][N:33]([C:38]([O:40][C:41]([CH3:44])([CH3:43])[CH3:42])=[O:39])[CH2:34][C:35]([N:21]1[C:22]2[C:18](=[CH:17][C:16]([O:15][CH2:14][C:5]3[CH:4]=[C:3]([C:1]#[N:2])[N:7]([C:8]4[CH:9]=[CH:10][CH:11]=[CH:12][CH:13]=4)[N:6]=3)=[CH:24][CH:23]=2)[CH2:19][CH2:20]1)=[O:36])([CH3:27])([CH3:28])[CH3:26]. The catalyst class is: 3. (2) Reactant: [CH2:1]1[C:6](=O)N(OC(ON2C(=O)CCC2=O)=O)C(=O)[CH2:2]1.[CH3:19]CN(CC)CC.[O:26]1[CH2:30][CH2:29][C@H:28]([O:31][C:32](=[O:41])[O:33][N:34]2[C:38](=[O:39])[CH2:37][CH2:36][C:35]2=[O:40])[CH2:27]1. Product: [O:26]1[C:27]2([CH2:6][CH2:1][CH2:2][CH:28]2[O:31][C:32](=[O:41])[O:33][N:34]2[C:35](=[O:40])[CH2:36][CH2:37][C:38]2=[O:39])[CH2:19][CH2:29][CH2:30]1. The catalyst class is: 23. (3) Reactant: [CH3:1][NH:2][C:3]([C:5]1[CH:13]=[C:12]2[C:8]([CH:9]=[N:10][NH:11]2)=[CH:7][CH:6]=1)=[O:4].[I:14]I.[OH-].[K+]. Product: [I:14][C:9]1[C:8]2[C:12](=[CH:13][C:5]([C:3]([NH:2][CH3:1])=[O:4])=[CH:6][CH:7]=2)[NH:11][N:10]=1. The catalyst class is: 3. (4) Reactant: [NH2:1][C:2]1[C:7](CCNC(=O)OC)=[C:6]([NH2:15])[N:5]=[C:4]([C:16]2[C:24]3[C:19](=[N:20][CH:21]=[CH:22][CH:23]=3)[N:18]([CH2:25][C:26]3[CH:31]=[CH:30][CH:29]=[CH:28][C:27]=3[F:32])[N:17]=2)[N:3]=1.[OH2:33]. Product: [NH2:1][C:2]1[N:3]=[C:4]([C:16]2[C:24]3[C:19](=[N:20][CH:21]=[CH:22][CH:23]=3)[N:18]([CH2:25][C:26]3[CH:31]=[CH:30][CH:29]=[CH:28][C:27]=3[F:32])[N:17]=2)[N:5]=[C:6]2[C:7]=1[N:3]([CH2:2][CH3:7])[C:4](=[O:33])[NH:15]2. The catalyst class is: 7. (5) The catalyst class is: 231. Product: [OH:23][C@@:16]1([C:15]#[C:14][C:10]2[CH:9]=[C:8]([C:6]3[N:5]=[C:4]([C:24]([O:26][CH2:27][CH3:28])=[O:25])[CH:3]=[C:2]([C:34]4[CH:39]=[N:38][CH:37]=[CH:36][N:35]=4)[CH:7]=3)[CH:13]=[CH:12][CH:11]=2)[CH2:20][CH2:19][N:18]([CH3:21])[C:17]1=[O:22]. Reactant: Cl[C:2]1[CH:7]=[C:6]([C:8]2[CH:13]=[CH:12][CH:11]=[C:10]([C:14]#[C:15][C@:16]3([OH:23])[CH2:20][CH2:19][N:18]([CH3:21])[C:17]3=[O:22])[CH:9]=2)[N:5]=[C:4]([C:24]([O:26][CH2:27][CH3:28])=[O:25])[CH:3]=1.C([Sn](CCCC)(CCCC)[C:34]1[CH:39]=[N:38][CH:37]=[CH:36][N:35]=1)CCC.COC1C=CC=C(OC)C=1C1C=CC=CC=1P(C1CCCCC1)C1CCCCC1.